From a dataset of Reaction yield outcomes from USPTO patents with 853,638 reactions. Predict the reaction yield, written as a fraction of the theoretical maximum amount of product (1.0 means a 100% yield; for example, 0.34 means a 34% yield). The reactants are [C:1]([O:5][C:6](=[O:24])[NH:7][CH:8]1[CH2:13][CH2:12][N:11]([C:14]2[N:15]([CH2:22][CH3:23])[C:16](=[O:21])[CH:17]=[C:18](Cl)[N:19]=2)[CH2:10][CH2:9]1)([CH3:4])([CH3:3])[CH3:2].[F:25][C:26]1[CH:27]=[C:28](B(O)O)[CH:29]=[CH:30][C:31]=1[C:32]#[N:33].C([O-])([O-])=O.[Na+].[Na+]. The catalyst is CC#N. The product is [C:1]([O:5][C:6](=[O:24])[NH:7][CH:8]1[CH2:13][CH2:12][N:11]([C:14]2[N:15]([CH2:22][CH3:23])[C:16](=[O:21])[CH:17]=[C:18]([C:28]3[CH:29]=[CH:30][C:31]([C:32]#[N:33])=[C:26]([F:25])[CH:27]=3)[N:19]=2)[CH2:10][CH2:9]1)([CH3:4])([CH3:3])[CH3:2]. The yield is 0.640.